This data is from Retrosynthesis with 50K atom-mapped reactions and 10 reaction types from USPTO. The task is: Predict the reactants needed to synthesize the given product. (1) Given the product CCC1(CCCCN2CCN(c3ccc(F)c(Cl)c3)CC2)C(=O)Nc2ccccc21, predict the reactants needed to synthesize it. The reactants are: CCC1(CCCCCl)C(=O)Nc2ccccc21.Fc1ccc(N2CCNCC2)cc1Cl. (2) Given the product COc1cccc(-c2cc(N)c3cc(OC)ccc3n2)c1, predict the reactants needed to synthesize it. The reactants are: COc1cccc(-c2cc(Cl)c3cc(OC)ccc3n2)c1.N. (3) Given the product Cc1cc([N+](=O)[O-])c(Cl)c([N+](=O)[O-])c1C(N)=O, predict the reactants needed to synthesize it. The reactants are: Cc1cc([N+](=O)[O-])c(Cl)c([N+](=O)[O-])c1C(=O)O.N. (4) Given the product COc1ccccc1-c1ccc(-n2cc(NC(N)=O)c(C(N)=O)n2)cc1F, predict the reactants needed to synthesize it. The reactants are: CI.NC(=O)Nc1cn(-c2ccc(-c3ccccc3O)c(F)c2)nc1C(N)=O. (5) The reactants are: Clc1ccc2c(c1)C(c1ccccc1Cl)=NCc1cncnc1-2. Given the product Clc1ccc2c(c1)C(c1ccccc1Cl)NCc1cncnc1-2, predict the reactants needed to synthesize it. (6) The reactants are: CCCCCC[C@H](C(=O)OC)[C@@H](O)CCCCCOCc1ccccc1. Given the product CCCCCC[C@H](C(=O)O)[C@@H](O)CCCCCOCc1ccccc1, predict the reactants needed to synthesize it. (7) Given the product CCCS(=O)c1ccc(N)c([N+](=O)[O-])c1, predict the reactants needed to synthesize it. The reactants are: CCCS(=O)c1ccc(NC(C)=O)c([N+](=O)[O-])c1. (8) Given the product Cc1c(CO)oc2ccccc12, predict the reactants needed to synthesize it. The reactants are: Cc1c(C(=O)O)oc2ccccc12. (9) Given the product Cc1ccncc1N1CCN(c2ccc3c(c2)CCO3)C1=O, predict the reactants needed to synthesize it. The reactants are: Brc1ccc2c(c1)CCO2.Cc1ccncc1N1CCNC1=O.